This data is from Forward reaction prediction with 1.9M reactions from USPTO patents (1976-2016). The task is: Predict the product of the given reaction. (1) Given the reactants [NH2:1][C:2]1[N:11]=[C:10]([CH3:12])[C:9]2[C:8](=[N:13][OH:14])[CH2:7][CH:6]([C:15]3[CH:20]=[CH:19][CH:18]=[CH:17][C:16]=3[C:21]3[CH:26]=[CH:25][CH:24]=[CH:23][CH:22]=3)[CH2:5][C:4]=2[N:3]=1.Cl.Cl[CH2:29][CH2:30][CH2:31][N:32]1[CH2:37][CH2:36][O:35][CH2:34][CH2:33]1.[H-].[Na+].CN(C)CCCON=C1CC(C2C=C(F)C=CC=2C2C=CC=CC=2)CC2N=C(N)N=C(C)C1=2, predict the reaction product. The product is: [N:32]1([CH2:31][CH2:30][CH2:29][O:14][N:13]=[C:8]2[CH2:7][CH:6]([C:15]3[CH:20]=[CH:19][CH:18]=[CH:17][C:16]=3[C:21]3[CH:26]=[CH:25][CH:24]=[CH:23][CH:22]=3)[CH2:5][C:4]3[N:3]=[C:2]([NH2:1])[N:11]=[C:10]([CH3:12])[C:9]2=3)[CH2:37][CH2:36][O:35][CH2:34][CH2:33]1. (2) The product is: [F:38][C:35]([F:36])([F:37])[C:21]1[N:20]=[C:19]([N:17]2[CH:18]=[C:14]([C:11]3[S:10][C:9]([S:6]([NH2:5])(=[O:8])=[O:7])=[CH:13][CH:12]=3)[N:15]=[CH:16]2)[CH:24]=[C:23]([C:25]2[CH:26]=[CH:27][C:28]([C:31]([F:32])([F:33])[F:34])=[CH:29][CH:30]=2)[CH:22]=1. Given the reactants C([NH:5][S:6]([C:9]1[S:10][C:11]([C:14]2[N:15]=[CH:16][N:17]([C:19]3[CH:24]=[C:23]([C:25]4[CH:30]=[CH:29][C:28]([C:31]([F:34])([F:33])[F:32])=[CH:27][CH:26]=4)[CH:22]=[C:21]([C:35]([F:38])([F:37])[F:36])[N:20]=3)[CH:18]=2)=[CH:12][CH:13]=1)(=[O:8])=[O:7])(C)(C)C.C(O)(C(F)(F)F)=O, predict the reaction product.